Dataset: Reaction yield outcomes from USPTO patents with 853,638 reactions. Task: Predict the reaction yield, written as a fraction of the theoretical maximum amount of product (1.0 means a 100% yield; for example, 0.34 means a 34% yield). (1) The reactants are N1C=C(C2C=CN=C3N(COCC[Si](C)(C)C)C=CC=23)C=N1.[CH3:23][C:24]([N:32]1[CH:36]=[C:35]([C:37]2[CH:42]=[CH:41][N:40]=[C:39]3[N:43]([CH2:46][O:47][CH2:48][CH2:49][Si:50]([CH3:53])([CH3:52])[CH3:51])[CH:44]=[CH:45][C:38]=23)[CH:34]=[N:33]1)([CH3:31])[CH2:25][C:26]([O:28][CH2:29][CH3:30])=[O:27].C(OC(=O)C=C(C)C)C.C(=O)([O-])[O-].[Cs+].[Cs+]. The catalyst is CN(C=O)C.O. The product is [CH3:31][C:24]([N:32]1[CH:36]=[C:35]([C:37]2[CH:42]=[CH:41][N:40]=[C:39]3[N:43]([CH2:46][O:47][CH2:48][CH2:49][Si:50]([CH3:53])([CH3:52])[CH3:51])[CH:44]=[CH:45][C:38]=23)[CH:34]=[N:33]1)([CH3:23])[CH2:25][C:26]([O:28][CH2:29][CH3:30])=[O:27]. The yield is 0.790. (2) The reactants are [Cl-].O[NH3+:3].[C:4](=[O:7])([O-])[OH:5].[Na+].CS(C)=O.[CH2:13]([C:17]1[N:18]=[C:19]([CH2:39][CH2:40][C:41]2[CH:46]=[CH:45][CH:44]=[CH:43][CH:42]=2)[NH:20][C:21](=[O:38])[C:22]=1[CH2:23][C:24]1[CH:29]=[CH:28][C:27]([C:30]2[C:31]([C:36]#[N:37])=[CH:32][CH:33]=[CH:34][CH:35]=2)=[CH:26][CH:25]=1)[CH2:14][CH2:15][CH3:16]. The catalyst is O.C(OCC)(=O)C. The product is [CH2:13]([C:17]1[N:18]=[C:19]([CH2:39][CH2:40][C:41]2[CH:42]=[CH:43][CH:44]=[CH:45][CH:46]=2)[NH:20][C:21](=[O:38])[C:22]=1[CH2:23][C:24]1[CH:29]=[CH:28][C:27]([C:30]2[CH:35]=[CH:34][CH:33]=[CH:32][C:31]=2[C:36]2[NH:3][C:4](=[O:7])[O:5][N:37]=2)=[CH:26][CH:25]=1)[CH2:14][CH2:15][CH3:16]. The yield is 0.530.